This data is from Forward reaction prediction with 1.9M reactions from USPTO patents (1976-2016). The task is: Predict the product of the given reaction. (1) Given the reactants [CH2:1]([O:8][C:9]([NH:11][CH2:12][CH2:13][CH2:14][C@H:15]([NH:36]C(OC(C)(C)C)=O)[C:16]([NH:18][C:19]1[C:24](C(OCC)=O)=[CH:23][CH:22]=[CH:21][C:20]=1[C:30]1[CH:35]=C[CH:33]=[CH:32][CH:31]=1)=[O:17])=[O:10])[C:2]1[CH:7]=[CH:6][CH:5]=[CH:4][CH:3]=1.[ClH:44].[C:45]([O:48][CH2:49][CH3:50])(=[O:47])[CH3:46], predict the reaction product. The product is: [ClH:44].[NH2:36][C@@H:15]([CH2:14][CH2:13][CH2:12][NH:11][C:9]([O:8][CH2:1][C:2]1[CH:3]=[CH:4][CH:5]=[CH:6][CH:7]=1)=[O:10])[C:16]([NH:18][C:19]1[CH:24]=[CH:23][CH:22]=[CH:21][C:20]=1[C:30]1[CH:31]=[CH:32][CH:33]=[C:46]([C:45]([O:48][CH2:49][CH3:50])=[O:47])[CH:35]=1)=[O:17]. (2) Given the reactants [CH3:1][C@@H:2]1[CH2:7][N:6]([C:8]2[C:21]([CH:22]=O)=[CH:20][C:11]3[C:12]([C:15]([O:17][CH2:18][CH3:19])=[O:16])=[N:13][O:14][C:10]=3[C:9]=2[F:24])[CH2:5][C@H:4]([CH3:25])[O:3]1.[NH:26]1[C:33](=[O:34])[CH2:32][C:30](=[O:31])[NH:29][C:27]1=[O:28], predict the reaction product. The product is: [F:24][C:9]1[C:10]2[O:14][N:13]=[C:12]([C:15]([O:17][CH2:18][CH3:19])=[O:16])[C:11]=2[CH:20]=[C:21]2[C:8]=1[N:6]1[CH2:5][C@@H:4]([CH3:25])[O:3][C@@H:2]([CH3:1])[C@@H:7]1[C:32]1([C:30](=[O:31])[NH:29][C:27](=[O:28])[NH:26][C:33]1=[O:34])[CH2:22]2. (3) Given the reactants [CH2:1]([O:5][CH2:6][CH2:7][O:8][C:9]1[CH:14]=[CH:13][C:12]([C:15]2[CH:16]=[CH:17][C:18]3[N:24]([CH2:25][CH:26]([CH3:28])[CH3:27])[CH2:23][CH2:22][C:21]([C:29]([NH:31][C:32]4[CH:37]=[CH:36][C:35]([S:38][CH:39]([C:41]5[N:42]([CH2:46][CH2:47][CH3:48])[CH:43]=[CH:44][N:45]=5)[CH3:40])=[CH:34][CH:33]=4)=[O:30])=[CH:20][C:19]=3[CH:49]=2)=[CH:11][CH:10]=1)[CH2:2][CH2:3][CH3:4].ClC1C=CC=C(C(OO)=[O:58])C=1, predict the reaction product. The product is: [CH2:1]([O:5][CH2:6][CH2:7][O:8][C:9]1[CH:10]=[CH:11][C:12]([C:15]2[CH:16]=[CH:17][C:18]3[N:24]([CH2:25][CH:26]([CH3:27])[CH3:28])[CH2:23][CH2:22][C:21]([C:29]([NH:31][C:32]4[CH:33]=[CH:34][C:35]([S:38]([CH:39]([C:41]5[N:42]([CH2:46][CH2:47][CH3:48])[CH:43]=[CH:44][N:45]=5)[CH3:40])=[O:58])=[CH:36][CH:37]=4)=[O:30])=[CH:20][C:19]=3[CH:49]=2)=[CH:13][CH:14]=1)[CH2:2][CH2:3][CH3:4].